From a dataset of Catalyst prediction with 721,799 reactions and 888 catalyst types from USPTO. Predict which catalyst facilitates the given reaction. Reactant: [Cl:1][C:2]1[N:7]=[C:6]([NH:8][C:9]([C@@H:11]2[CH2:15][C@@H:14]([F:16])[CH2:13][N:12]2C(OC(C)(C)C)=O)=[O:10])[CH:5]=[CH:4][CH:3]=1. Product: [ClH:1].[Cl:1][C:2]1[N:7]=[C:6]([NH:8][C:9]([C@@H:11]2[CH2:15][C@@H:14]([F:16])[CH2:13][NH:12]2)=[O:10])[CH:5]=[CH:4][CH:3]=1. The catalyst class is: 393.